From a dataset of NCI-60 drug combinations with 297,098 pairs across 59 cell lines. Regression. Given two drug SMILES strings and cell line genomic features, predict the synergy score measuring deviation from expected non-interaction effect. (1) Drug 1: C1CCC(C1)C(CC#N)N2C=C(C=N2)C3=C4C=CNC4=NC=N3. Drug 2: CC1CCC2CC(C(=CC=CC=CC(CC(C(=O)C(C(C(=CC(C(=O)CC(OC(=O)C3CCCCN3C(=O)C(=O)C1(O2)O)C(C)CC4CCC(C(C4)OC)O)C)C)O)OC)C)C)C)OC. Cell line: T-47D. Synergy scores: CSS=15.2, Synergy_ZIP=2.24, Synergy_Bliss=6.20, Synergy_Loewe=-10.9, Synergy_HSA=1.72. (2) Drug 1: CC1=C(C=C(C=C1)C(=O)NC2=CC(=CC(=C2)C(F)(F)F)N3C=C(N=C3)C)NC4=NC=CC(=N4)C5=CN=CC=C5. Drug 2: C(CN)CNCCSP(=O)(O)O. Cell line: MDA-MB-435. Synergy scores: CSS=6.01, Synergy_ZIP=-2.22, Synergy_Bliss=-1.98, Synergy_Loewe=2.67, Synergy_HSA=-0.259. (3) Drug 1: COC1=CC(=CC(=C1O)OC)C2C3C(COC3=O)C(C4=CC5=C(C=C24)OCO5)OC6C(C(C7C(O6)COC(O7)C8=CC=CS8)O)O. Drug 2: C(CN)CNCCSP(=O)(O)O. Cell line: T-47D. Synergy scores: CSS=39.0, Synergy_ZIP=-2.01, Synergy_Bliss=3.54, Synergy_Loewe=-46.1, Synergy_HSA=3.22. (4) Cell line: SF-268. Synergy scores: CSS=17.4, Synergy_ZIP=-1.69, Synergy_Bliss=2.65, Synergy_Loewe=0.435, Synergy_HSA=-0.324. Drug 1: C1CC(C1)(C(=O)O)C(=O)O.[NH2-].[NH2-].[Pt+2]. Drug 2: CC(C)CN1C=NC2=C1C3=CC=CC=C3N=C2N. (5) Drug 1: CN1CCC(CC1)COC2=C(C=C3C(=C2)N=CN=C3NC4=C(C=C(C=C4)Br)F)OC. Drug 2: C1=C(C(=O)NC(=O)N1)F. Cell line: SF-539. Synergy scores: CSS=45.3, Synergy_ZIP=-5.92, Synergy_Bliss=-11.5, Synergy_Loewe=-11.1, Synergy_HSA=-9.87. (6) Drug 1: CC1C(C(CC(O1)OC2CC(OC(C2O)C)OC3=CC4=CC5=C(C(=O)C(C(C5)C(C(=O)C(C(C)O)O)OC)OC6CC(C(C(O6)C)O)OC7CC(C(C(O7)C)O)OC8CC(C(C(O8)C)O)(C)O)C(=C4C(=C3C)O)O)O)O. Drug 2: CC(C)CN1C=NC2=C1C3=CC=CC=C3N=C2N. Cell line: NCI-H226. Synergy scores: CSS=57.2, Synergy_ZIP=-4.99, Synergy_Bliss=-8.87, Synergy_Loewe=-7.77, Synergy_HSA=-6.88. (7) Drug 1: C1=CC(=CC=C1CCCC(=O)O)N(CCCl)CCCl. Drug 2: C(CC(=O)O)C(=O)CN.Cl. Cell line: OVCAR3. Synergy scores: CSS=19.3, Synergy_ZIP=-7.67, Synergy_Bliss=-5.68, Synergy_Loewe=-7.68, Synergy_HSA=-4.17.